From a dataset of Full USPTO retrosynthesis dataset with 1.9M reactions from patents (1976-2016). Predict the reactants needed to synthesize the given product. (1) Given the product [Cl:2][C:3]1[CH:4]=[CH:5][C:6]([O:11][CH3:12])=[C:7]2[C:8]=1[C:15]([CH3:21])([C:16]([O:18][CH2:19][CH3:20])=[O:17])[CH2:14][NH:9]2, predict the reactants needed to synthesize it. The reactants are: Cl.[Cl:2][C:3]1[CH:4]=[CH:5][C:6]([O:11][CH3:12])=[C:7]([NH:9]N)[CH:8]=1.Cl.[CH3:14][CH:15]([CH:21]=O)[C:16]([O:18][CH2:19][CH3:20])=[O:17].Cl.[BH4-].[Na+]. (2) Given the product [O:3]1[C:7]2[CH:8]=[CH:9][CH:10]=[C:11]([CH:12]3[CH2:17][CH2:16][N:15]([CH2:18][CH2:19][C@H:20]4[CH2:21][CH2:22][C@H:23]([NH:26][C:29](=[O:30])[C:28]([CH3:33])([CH3:32])[CH3:27])[CH2:24][CH2:25]4)[CH2:14][CH2:13]3)[C:6]=2[CH2:5][CH2:4]1, predict the reactants needed to synthesize it. The reactants are: Cl.Cl.[O:3]1[C:7]2[CH:8]=[CH:9][CH:10]=[C:11]([CH:12]3[CH2:17][CH2:16][N:15]([CH2:18][CH2:19][C@H:20]4[CH2:25][CH2:24][C@H:23]([NH2:26])[CH2:22][CH2:21]4)[CH2:14][CH2:13]3)[C:6]=2[CH2:5][CH2:4]1.[CH3:27][C:28]([CH3:33])([CH3:32])[C:29](O)=[O:30].